This data is from Full USPTO retrosynthesis dataset with 1.9M reactions from patents (1976-2016). The task is: Predict the reactants needed to synthesize the given product. (1) Given the product [OH:2][C:3]1[CH:4]=[CH:5][C:6]2[S:10][C:9]([C:11]([O:13][CH2:14][CH3:15])=[O:12])=[CH:8][C:7]=2[CH:16]=1, predict the reactants needed to synthesize it. The reactants are: C[O:2][C:3]1[CH:4]=[CH:5][C:6]2[S:10][C:9]([C:11]([O:13][CH2:14][CH3:15])=[O:12])=[CH:8][C:7]=2[CH:16]=1.C(Cl)Cl.B(Br)(Br)Br. (2) Given the product [CH3:17][C:14]([N:18]1[CH2:19][CH2:20][O:21][CH2:22][CH2:23]1)([CH3:13])[CH2:15][NH:16][C:2]1[C:3]2[N:4]([CH:10]=[CH:11][CH:12]=2)[N:5]=[CH:6][C:7]=1[C:8]([NH2:9])=[O:37], predict the reactants needed to synthesize it. The reactants are: Cl[C:2]1[C:3]2[N:4]([CH:10]=[CH:11][CH:12]=2)[N:5]=[CH:6][C:7]=1[C:8]#[N:9].[CH3:13][C:14]([N:18]1[CH2:23][CH2:22][O:21][CH2:20][CH2:19]1)([CH3:17])[CH2:15][NH2:16].CCN(C(C)C)C(C)C.CN(C=[O:37])C. (3) Given the product [F:12][C:2]1([F:1])[O:11][C:10]2[CH:9]=[CH:8][C:6]([NH:7][C:21]([C:16]3[CH:15]=[CH:14][NH:13][N:17]=3)=[O:22])=[CH:5][C:4]=2[O:3]1, predict the reactants needed to synthesize it. The reactants are: [F:1][C:2]1([F:12])[O:11][C:10]2[CH:9]=[CH:8][C:6]([NH2:7])=[CH:5][C:4]=2[O:3]1.[N:13]1[N:17]2[C:21](=[O:22])[C:16]3[N:17]([N:13]=[CH:14][CH:15]=3)[C:21](=[O:22])[C:16]2=[CH:15][CH:14]=1. (4) Given the product [NH2:16][C:11]1[CH:12]=[CH:13][CH:14]=[C:15]2[C:10]=1[C:9](=[O:19])[C:8]1([NH:20][C:21]([C:23]3[NH:24][CH:25]=[CH:26][CH:27]=3)=[O:22])[C:7]3[CH:28]=[CH:29][C:30]([CH:32]([CH3:34])[CH3:33])=[CH:31][C:6]=3[O:5][C:4]12[OH:3], predict the reactants needed to synthesize it. The reactants are: Cl.O.[OH:3][C:4]12[C:15]3[C:10](=[C:11]([N+:16]([O-])=O)[CH:12]=[CH:13][CH:14]=3)[C:9](=[O:19])[C:8]1([NH:20][C:21]([C:23]1[NH:24][CH:25]=[CH:26][CH:27]=1)=[O:22])[C:7]1[CH:28]=[CH:29][C:30]([CH:32]([CH3:34])[CH3:33])=[CH:31][C:6]=1[O:5]2. (5) Given the product [CH3:14][C:11]1[S:10][C:9]([NH:8][C:4]2[CH:3]=[C:2]([B:15]3[O:19][C:18]([CH3:21])([CH3:20])[C:17]([CH3:23])([CH3:22])[O:16]3)[CH:7]=[CH:6][CH:5]=2)=[N:13][N:12]=1, predict the reactants needed to synthesize it. The reactants are: Br[C:2]1[CH:3]=[C:4]([NH:8][C:9]2[S:10][C:11]([CH3:14])=[N:12][N:13]=2)[CH:5]=[CH:6][CH:7]=1.[B:15]1([B:15]2[O:19][C:18]([CH3:21])([CH3:20])[C:17]([CH3:23])([CH3:22])[O:16]2)[O:19][C:18]([CH3:21])([CH3:20])[C:17]([CH3:23])([CH3:22])[O:16]1.CC([O-])=O.[K+].